From a dataset of Merck oncology drug combination screen with 23,052 pairs across 39 cell lines. Regression. Given two drug SMILES strings and cell line genomic features, predict the synergy score measuring deviation from expected non-interaction effect. (1) Drug 1: O=c1[nH]cc(F)c(=O)[nH]1. Drug 2: NC(=O)c1cccc2cn(-c3ccc(C4CCCNC4)cc3)nc12. Cell line: MDAMB436. Synergy scores: synergy=2.57. (2) Drug 1: N#Cc1ccc(Cn2cncc2CN2CCN(c3cccc(Cl)c3)C(=O)C2)cc1. Drug 2: Cn1cc(-c2cnn3c(N)c(Br)c(C4CCCNC4)nc23)cn1. Cell line: NCIH1650. Synergy scores: synergy=-0.686. (3) Synergy scores: synergy=11.5. Cell line: HCT116. Drug 1: N#Cc1ccc(Cn2cncc2CN2CCN(c3cccc(Cl)c3)C(=O)C2)cc1. Drug 2: NC1(c2ccc(-c3nc4ccn5c(=O)[nH]nc5c4cc3-c3ccccc3)cc2)CCC1.